Dataset: Catalyst prediction with 721,799 reactions and 888 catalyst types from USPTO. Task: Predict which catalyst facilitates the given reaction. (1) Reactant: [CH3:1][C:2]1[CH:7]=[C:6]([O:8][CH3:9])[C:5](I)=[CH:4][C:3]=1[C:11]1[C:20]2[C:15](=[CH:16][CH:17]=[CH:18][C:19]=2[C:21]2[CH:26]=[C:25](I)[C:24]([O:28][CH3:29])=[CH:23][C:22]=2[CH3:30])[CH:14]=[CH:13][CH:12]=1.[C:31]1(B(O)O)[CH:36]=[CH:35][CH:34]=[CH:33][CH:32]=1.[O-]P([O-])([O-])=O.[K+].[K+].[K+]. Product: [CH3:29][O:28][C:24]1[C:25]([C:31]2[CH:36]=[CH:35][CH:34]=[CH:33][CH:32]=2)=[CH:26][C:21]([C:19]2[C:20]3[C:15](=[CH:14][CH:13]=[CH:12][C:11]=3[C:3]3[CH:4]=[C:5]([C:2]4[CH:7]=[CH:6][CH:5]=[CH:4][CH:3]=4)[C:6]([O:8][CH3:9])=[CH:7][C:2]=3[CH3:1])[CH:16]=[CH:17][CH:18]=2)=[C:22]([CH3:30])[CH:23]=1. The catalyst class is: 109. (2) Product: [C:1]([N:5]1[C:9](=[O:10])[C:8]([NH:23][CH:20]([CH3:22])[CH3:21])=[C:7]([C:12]2[CH:17]=[CH:16][CH:15]=[CH:14][CH:13]=2)[S:6]1(=[O:19])=[O:18])([CH3:4])([CH3:3])[CH3:2]. The catalyst class is: 3. Reactant: [C:1]([N:5]1[C:9](=[O:10])[C:8](Cl)=[C:7]([C:12]2[CH:17]=[CH:16][CH:15]=[CH:14][CH:13]=2)[S:6]1(=[O:19])=[O:18])([CH3:4])([CH3:3])[CH3:2].[CH:20]([NH2:23])([CH3:22])[CH3:21]. (3) Reactant: [CH3:1][O:2][C:3]([C:5]1[CH:6]=[C:7]([CH:23]=[CH:24][CH:25]=1)[O:8][CH2:9][CH:10]1[CH2:15][CH2:14][N:13](C(OC(C)(C)C)=O)[CH2:12][CH2:11]1)=[O:4]. Product: [NH:13]1[CH2:12][CH2:11][CH:10]([CH2:9][O:8][C:7]2[CH:6]=[C:5]([CH:25]=[CH:24][CH:23]=2)[C:3]([O:2][CH3:1])=[O:4])[CH2:15][CH2:14]1. The catalyst class is: 89. (4) The catalyst class is: 16. Product: [C:41]([C:39]1[O:38][N:37]=[C:36]([NH:35][C:34]([NH:29][C:26]2[CH:27]=[CH:28][C:23]([C:20]3[N:17]4[CH:18]=[CH:19][C:14]([C:11]5[CH:12]=[N:13][C:8]([N:5]6[CH2:4][CH2:3][N:2]([CH3:1])[CH2:7][CH2:6]6)=[N:9][CH:10]=5)=[CH:15][C:16]4=[N:22][CH:21]=3)=[CH:24][CH:25]=2)=[O:33])[CH:40]=1)([CH3:44])([CH3:42])[CH3:43]. Reactant: [CH3:1][N:2]1[CH2:7][CH2:6][N:5]([C:8]2[N:13]=[CH:12][C:11]([C:14]3[CH:19]=[CH:18][N:17]4[C:20]([C:23]5[CH:28]=[CH:27][C:26]([NH2:29])=[CH:25][CH:24]=5)=[CH:21][N:22]=[C:16]4[CH:15]=3)=[CH:10][N:9]=2)[CH2:4][CH2:3]1.ClC(Cl)(Cl)C[O:33][C:34](=O)[NH:35][C:36]1[CH:40]=[C:39]([C:41]([CH3:44])([CH3:43])[CH3:42])[O:38][N:37]=1.C(N(CC)CC)C.